From a dataset of Reaction yield outcomes from USPTO patents with 853,638 reactions. Predict the reaction yield, written as a fraction of the theoretical maximum amount of product (1.0 means a 100% yield; for example, 0.34 means a 34% yield). (1) The reactants are [C:1]([C:7]1[CH:18]=[C:17]([O:19][CH3:20])[CH:16]=[CH:15][C:8]=1[C:9](N(C)OC)=[O:10])#[C:2][CH2:3][CH2:4][CH2:5][CH3:6].[CH2:21]([Mg]Cl)[C:22]1[CH:27]=[CH:26][CH:25]=[CH:24][CH:23]=1. The catalyst is C1COCC1. The product is [C:1]([C:7]1[CH:18]=[C:17]([O:19][CH3:20])[CH:16]=[CH:15][C:8]=1[C:9](=[O:10])[CH2:21][C:22]1[CH:27]=[CH:26][CH:25]=[CH:24][CH:23]=1)#[C:2][CH2:3][CH2:4][CH2:5][CH3:6]. The yield is 0.800. (2) The reactants are C[N:2](C)[CH:3]=[CH:4][C:5]([C:7]1[C:12](=[O:13])[CH:11]=[CH:10][N:9]([C:14]2[CH:19]=[CH:18][CH:17]=[C:16]([C:20]([F:23])([F:22])[F:21])[CH:15]=2)[N:8]=1)=O.Cl.[CH:26]([NH:29]N)([CH3:28])[CH3:27].CCN(CC)CC. The catalyst is C(O)C.Cl. The product is [CH3:27][CH:26]([N:29]1[C:5]([C:7]2[C:12](=[O:13])[CH:11]=[CH:10][N:9]([C:14]3[CH:19]=[CH:18][CH:17]=[C:16]([C:20]([F:23])([F:22])[F:21])[CH:15]=3)[N:8]=2)=[CH:4][CH:3]=[N:2]1)[CH3:28]. The yield is 0.630. (3) The reactants are Br[C:2]1[CH:3]=[C:4]([C:9]2[C:10]([C:14]3[CH:19]=[CH:18][CH:17]=[C:16]([CH3:20])[N:15]=3)=[N:11][NH:12][CH:13]=2)[CH:5]=[CH:6][C:7]=1[F:8].[CH2:21]([N:23]1[CH:27]=[C:26](B2OC(C)(C)C(C)(C)O2)[CH:25]=[N:24]1)[CH3:22].O. The catalyst is COCCOC.C1C=CC([P]([Pd]([P](C2C=CC=CC=2)(C2C=CC=CC=2)C2C=CC=CC=2)([P](C2C=CC=CC=2)(C2C=CC=CC=2)C2C=CC=CC=2)[P](C2C=CC=CC=2)(C2C=CC=CC=2)C2C=CC=CC=2)(C2C=CC=CC=2)C2C=CC=CC=2)=CC=1. The product is [CH2:21]([N:23]1[CH:27]=[C:26]([C:2]2[CH:3]=[C:4]([C:9]3[C:10]([C:14]4[CH:19]=[CH:18][CH:17]=[C:16]([CH3:20])[N:15]=4)=[N:11][NH:12][CH:13]=3)[CH:5]=[CH:6][C:7]=2[F:8])[CH:25]=[N:24]1)[CH3:22]. The yield is 0.0200. (4) The reactants are [Br:1][C:2]1[CH:11]=[C:10]2[C:5]([CH:6]=[CH:7][N:8]=[C:9]2[OH:12])=[CH:4][CH:3]=1.[CH2:13](Br)[C:14]1[CH:19]=[CH:18][CH:17]=[CH:16][CH:15]=1. The catalyst is CN(C=O)C. The product is [CH2:13]([O:12][C:9]1[C:10]2[C:5](=[CH:4][CH:3]=[C:2]([Br:1])[CH:11]=2)[CH:6]=[CH:7][N:8]=1)[C:14]1[CH:19]=[CH:18][CH:17]=[CH:16][CH:15]=1. The yield is 0.910. (5) The reactants are [CH3:1][C:2]1[N:25]([CH3:26])[C:5]2[CH:6]=[C:7]([C:22]([OH:24])=O)[C:8]3[CH2:9][CH2:10][C:11]4([NH:20][C:21]=3[C:4]=2[N:3]=1)[CH2:19][C:18]1[C:13](=[CH:14][CH:15]=[CH:16][CH:17]=1)[CH2:12]4.F[B-](F)(F)F.N1(OC(N(C)C)=[N+](C)C)C2C=CC=CC=2N=N1.[CH3:49][NH:50][CH2:51][C@@H:52]([OH:54])[CH3:53]. The catalyst is CN(C)C=O. The product is [OH:54][C@@H:52]([CH3:53])[CH2:51][N:50]([CH3:49])[C:22]([C:7]1[C:8]2[CH2:9][CH2:10][C:11]3([NH:20][C:21]=2[C:4]2[N:3]=[C:2]([CH3:1])[N:25]([CH3:26])[C:5]=2[CH:6]=1)[CH2:19][C:18]1[C:13](=[CH:14][CH:15]=[CH:16][CH:17]=1)[CH2:12]3)=[O:24]. The yield is 0.140. (6) The reactants are C1C2C(COC(=O)[NH:17][C@@H:18]([CH2:55][CH2:56][CH2:57][CH2:58][NH:59][C:60](=[O:98])[CH2:61][N:62]3[CH2:73][CH2:72][N:71]([CH2:74][C:75](=[O:81])[O:76][C:77]([CH3:80])([CH3:79])[CH3:78])[CH2:70][CH2:69][N:68]([CH2:82][C:83](=[O:89])[O:84][C:85]([CH3:88])([CH3:87])[CH3:86])[CH2:67][CH2:66][N:65]([CH2:90][C:91]([O:93][C:94]([CH3:97])([CH3:96])[CH3:95])=[O:92])[CH2:64][CH2:63]3)[C:19](=[O:54])[NH:20][CH2:21][CH2:22][CH2:23][CH2:24][C@@H:25]([C:47]([O:49][C:50]([CH3:53])([CH3:52])[CH3:51])=[O:48])[NH:26][C:27](=[O:46])[NH:28][C@H:29]([C:39]([O:41][C:42]([CH3:45])([CH3:44])[CH3:43])=[O:40])[CH2:30][CH2:31][C:32]([O:34][C:35]([CH3:38])([CH3:37])[CH3:36])=[O:33])C3C(=CC=CC=3)C=2C=CC=1.N1CCCCC1. The catalyst is CN(C=O)C. The product is [NH2:17][C@H:18]([C:19](=[O:54])[NH:20][CH2:21][CH2:22][CH2:23][CH2:24][C@@H:25]([C:47]([O:49][C:50]([CH3:53])([CH3:52])[CH3:51])=[O:48])[NH:26][C:27](=[O:46])[NH:28][C@H:29]([C:39]([O:41][C:42]([CH3:45])([CH3:44])[CH3:43])=[O:40])[CH2:30][CH2:31][C:32]([O:34][C:35]([CH3:37])([CH3:36])[CH3:38])=[O:33])[CH2:55][CH2:56][CH2:57][CH2:58][NH:59][C:60](=[O:98])[CH2:61][N:62]1[CH2:73][CH2:72][N:71]([CH2:74][C:75](=[O:81])[O:76][C:77]([CH3:80])([CH3:79])[CH3:78])[CH2:70][CH2:69][N:68]([CH2:82][C:83](=[O:89])[O:84][C:85]([CH3:88])([CH3:87])[CH3:86])[CH2:67][CH2:66][N:65]([CH2:90][C:91]([O:93][C:94]([CH3:95])([CH3:96])[CH3:97])=[O:92])[CH2:64][CH2:63]1. The yield is 0.900. (7) The product is [F:1][C:2]1[CH:21]=[CH:20][CH:19]=[C:18]([F:22])[C:3]=1[C:4]1[O:9][C:8]([O:10][CH2:11][CH3:12])=[C:7]([C:13]([O:15][CH2:16][CH3:17])=[O:14])[N:6]=1. The catalyst is FC(F)(F)C1C=CC=CC=1. The yield is 0.450. The reactants are [F:1][C:2]1[CH:21]=[CH:20][CH:19]=[C:18]([F:22])[C:3]=1[C:4]([NH:6][CH:7]([C:13]([O:15][CH2:16][CH3:17])=[O:14])[C:8]([O:10][CH2:11][CH3:12])=[O:9])=O.FC(F)(F)C(OC(=O)C(F)(F)F)=O. (8) The catalyst is CN(C)C=O. The product is [Cl:3][C:4]1[C:9]([I:10])=[CH:8][N:7]=[C:6]2[N:11]([S:20]([C:14]3[CH:19]=[CH:18][CH:17]=[CH:16][CH:15]=3)(=[O:22])=[O:21])[CH:12]=[CH:13][C:5]=12. The yield is 0.980. The reactants are [H-].[Na+].[Cl:3][C:4]1[C:9]([I:10])=[CH:8][N:7]=[C:6]2[NH:11][CH:12]=[CH:13][C:5]=12.[C:14]1([S:20](Cl)(=[O:22])=[O:21])[CH:19]=[CH:18][CH:17]=[CH:16][CH:15]=1.O. (9) The reactants are [C:1]([OH:10])(=[O:9])[C@@H:2]([C@H:4]([C:6]([OH:8])=[O:7])[OH:5])[OH:3].[CH3:11][C@H:12]1[CH2:17][C@@H:16]([OH:18])[C@H:15]([CH:19]([CH3:21])[CH3:20])[CH2:14][CH2:13]1.C1(C)C(C)=CC=CC=1. The catalyst is O.C1(C)C=CC(S(O)(=O)=O)=CC=1.O. The product is [C:6]([C@@H:4]([C@H:2]([C:1]([OH:10])=[O:9])[OH:3])[OH:5])([OH:8])=[O:7].[CH:12]1([CH3:11])[CH2:13][CH2:14][CH:15]([CH:19]([CH3:20])[CH3:21])[CH:16]([OH:18])[CH2:17]1. The yield is 0.680. (10) The reactants are [CH3:1][N:2]([CH3:31])[CH2:3][CH2:4][CH2:5][NH:6][C:7]1[C:12]([C:13]([NH:15][C@@H:16]2[CH2:21][CH2:20][C@H:19]([NH:22][C:23](=[O:29])[O:24][C:25]([CH3:28])([CH3:27])[CH3:26])[CH2:18][CH2:17]2)=[O:14])=[CH:11][C:10]([F:30])=[CH:9][N:8]=1.[C:32](N1C=CN=C1)(N1C=CN=C1)=[O:33].[H-].[Na+]. The catalyst is CN(C)C=O. The product is [CH3:31][N:2]([CH3:1])[CH2:3][CH2:4][CH2:5][N:6]1[C:7]2[N:8]=[CH:9][C:10]([F:30])=[CH:11][C:12]=2[C:13](=[O:14])[N:15]([C@@H:16]2[CH2:21][CH2:20][C@H:19]([NH:22][C:23](=[O:29])[O:24][C:25]([CH3:26])([CH3:27])[CH3:28])[CH2:18][CH2:17]2)[C:32]1=[O:33]. The yield is 0.640.